This data is from Catalyst prediction with 721,799 reactions and 888 catalyst types from USPTO. The task is: Predict which catalyst facilitates the given reaction. Reactant: [F:1][C:2]([F:20])([F:19])[CH2:3][CH2:4][NH:5][C:6]1[C:7]([C:16]([OH:18])=O)=[CH:8][C:9]2[O:14][CH2:13][CH2:12][O:11][C:10]=2[CH:15]=1.C1C=CC2N(O)N=NC=2C=1.[CH3:31][C:32]([NH2:36])([C:34]#[CH:35])[CH3:33].CCN=C=NCCCN(C)C. Product: [CH3:31][C:32]([NH:36][C:16]([C:7]1[C:6]([NH:5][CH2:4][CH2:3][C:2]([F:1])([F:20])[F:19])=[CH:15][C:10]2[O:11][CH2:12][CH2:13][O:14][C:9]=2[CH:8]=1)=[O:18])([C:34]#[CH:35])[CH3:33]. The catalyst class is: 2.